This data is from Reaction yield outcomes from USPTO patents with 853,638 reactions. The task is: Predict the reaction yield, written as a fraction of the theoretical maximum amount of product (1.0 means a 100% yield; for example, 0.34 means a 34% yield). (1) The reactants are COC[N:4]1[C:12]2[C:7](=[CH:8][CH:9]=[CH:10][C:11]=2[NH:13][S:14]([C:17]2[S:18][CH:19]=[CH:20][CH:21]=2)(=[O:16])=[O:15])[CH:6]=[C:5]1[C:22]([NH2:24])=[O:23].I[CH:26]([CH3:28])[CH3:27].C(=O)([O-])[O-].[K+].[K+].O.O.C(O)(=O)C(O)=O. The catalyst is C(OCC)(=O)C.[Cl-].[Na+].O.O.CO.CN(C)C(=O)C. The product is [CH:26]([N:13]([S:14]([C:17]1[S:18][CH:19]=[CH:20][CH:21]=1)(=[O:15])=[O:16])[C:11]1[CH:10]=[CH:9][CH:8]=[C:7]2[C:12]=1[NH:4][C:5]([C:22]([NH2:24])=[O:23])=[CH:6]2)([CH3:28])[CH3:27]. The yield is 0.340. (2) The reactants are [NH2:1][C:2]1[CH:3]=[C:4]([CH:21]=[CH:22][C:23]=1[CH3:24])[O:5][C:6]1[CH:7]=[CH:8][C:9]2[N:10]([CH:12]=[C:13]([NH:15][C:16]([CH:18]3[CH2:20][CH2:19]3)=[O:17])[N:14]=2)[N:11]=1.[Cl:25][C:26]1[CH:34]=[CH:33][C:29]([C:30](O)=[O:31])=[CH:28][C:27]=1[C:35]([F:38])([F:37])[F:36].Cl.CN(C)CCCN=C=NCC.ON1C2C=CC=CC=2N=N1. The catalyst is CN(C)C=O. The product is [Cl:25][C:26]1[CH:34]=[CH:33][C:29]([C:30]([NH:1][C:2]2[CH:3]=[C:4]([O:5][C:6]3[CH:7]=[CH:8][C:9]4[N:10]([CH:12]=[C:13]([NH:15][C:16]([CH:18]5[CH2:20][CH2:19]5)=[O:17])[N:14]=4)[N:11]=3)[CH:21]=[CH:22][C:23]=2[CH3:24])=[O:31])=[CH:28][C:27]=1[C:35]([F:36])([F:37])[F:38]. The yield is 0.630. (3) The reactants are [CH3:1][O:2][S:3]([C:6]([F:9])([F:8])[F:7])(=[O:5])=[O:4].[N:10]1[C:20]2[C:15](=[CH:16][CH:17]=[CH:18][CH:19]=2)[C:13]([CH3:14])=[CH:12][CH:11]=1. The catalyst is C1C=CC=CC=1. The product is [F:7][C:6]([F:9])([F:8])[S:3]([O-:5])(=[O:4])=[O:2].[CH3:1][N+:10]1[C:20]2[C:15](=[CH:16][CH:17]=[CH:18][CH:19]=2)[C:13]([CH3:14])=[CH:12][CH:11]=1. The yield is 0.986. (4) The reactants are Br[C:2]1[CH:7]=[CH:6][C:5]([N:8]([C:19]2[CH:28]=[CH:27][C:26]3[C:21](=[CH:22][CH:23]=[CH:24][CH:25]=3)[CH:20]=2)[C:9]2[CH:18]=[CH:17][C:16]3[C:11](=[CH:12][CH:13]=[CH:14][CH:15]=3)[CH:10]=2)=[CH:4][CH:3]=1.C([Li])CCC.C(O[B:38]1[O:42][C:41]([CH3:44])([CH3:43])[C:40]([CH3:46])([CH3:45])[O:39]1)(C)C.O. The catalyst is C1COCC1.C(Cl)(Cl)Cl. The product is [CH:20]1[C:21]2[C:26](=[CH:25][CH:24]=[CH:23][CH:22]=2)[CH:27]=[CH:28][C:19]=1[N:8]([C:9]1[CH:18]=[CH:17][C:16]2[C:11](=[CH:12][CH:13]=[CH:14][CH:15]=2)[CH:10]=1)[C:5]1[CH:4]=[CH:3][C:2]([B:38]2[O:39][C:40]([CH3:45])([CH3:46])[C:41]([CH3:43])([CH3:44])[O:42]2)=[CH:7][CH:6]=1. The yield is 0.770. (5) The reactants are [S:1]1[C:5]2[CH:6]=[CH:7][CH:8]=[CH:9][C:4]=2[N:3]=[CH:2]1.[Li]CCCC.[C:15]([O:19][C:20](=[O:44])[NH:21][C@@H:22]([C:38](=[O:43])N(OC)C)[CH2:23][CH2:24][CH2:25][CH2:26][NH:27][C:28]([O:30][CH2:31][C:32]1[CH:37]=[CH:36][CH:35]=[CH:34][CH:33]=1)=[O:29])([CH3:18])([CH3:17])[CH3:16]. The catalyst is C1COCC1. The product is [C:15]([O:19][C:20](=[O:44])[NH:21][C@@H:22]([C:38]([C:2]1[S:1][C:5]2[CH:6]=[CH:7][CH:8]=[CH:9][C:4]=2[N:3]=1)=[O:43])[CH2:23][CH2:24][CH2:25][CH2:26][NH:27][C:28]([O:30][CH2:31][C:32]1[CH:33]=[CH:34][CH:35]=[CH:36][CH:37]=1)=[O:29])([CH3:18])([CH3:16])[CH3:17]. The yield is 0.528. (6) The reactants are [NH2:1][C:2]1[C:11]2[C:6](=[C:7](Br)[CH:8]=[CH:9][CH:10]=2)[N:5]=[N:4][C:3]=1[C:13]([NH:15][CH:16]1[CH2:18][CH2:17]1)=[O:14].[CH3:19][C:20]1[N:25]=[CH:24][C:23](B(O)O)=[CH:22][CH:21]=1. No catalyst specified. The product is [NH2:1][C:2]1[C:11]2[C:6](=[C:7]([C:23]3[CH:24]=[N:25][C:20]([CH3:19])=[CH:21][CH:22]=3)[CH:8]=[CH:9][CH:10]=2)[N:5]=[N:4][C:3]=1[C:13]([NH:15][CH:16]1[CH2:18][CH2:17]1)=[O:14]. The yield is 0.800. (7) The reactants are [F:1][C:2]1[CH:16]=[C:15]([N:17]2[CH2:20][CH:19]([OH:21])[CH2:18]2)[C:14]([F:22])=[CH:13][C:3]=1[C:4]([NH:6][C@@H:7]([CH3:12])[C:8]([F:11])([F:10])[F:9])=[O:5].C(O)(=O)C.C(O)(=O)C.IC1C=CC=CC=1.CC1(C)N([O])C(C)(C)CCC1. The catalyst is C(Cl)Cl.CCOC(C)=O. The product is [F:1][C:2]1[CH:16]=[C:15]([N:17]2[CH2:20][C:19](=[O:21])[CH2:18]2)[C:14]([F:22])=[CH:13][C:3]=1[C:4]([NH:6][C@@H:7]([CH3:12])[C:8]([F:11])([F:9])[F:10])=[O:5]. The yield is 0.720. (8) The reactants are CO[C:3](=[O:21])[C:4]1[CH:9]=[C:8]([C:10]2[CH:15]=[N:14][CH:13]=[CH:12][N:11]=2)[C:7]([C:16]([F:19])([F:18])[F:17])=[CH:6][C:5]=1[NH2:20].ClC([O:25][C:26]1C=CC(Cl)=CC=1)=O.[CH3:33][S:34]([NH:37][NH2:38])(=[O:36])=[O:35].CCN(C(C)C)C(C)C. The catalyst is O1CCOCC1. The product is [O:25]=[C:26]1[N:38]([NH:37][S:34]([CH3:33])(=[O:36])=[O:35])[C:3](=[O:21])[C:4]2[C:5](=[CH:6][C:7]([C:16]([F:17])([F:18])[F:19])=[C:8]([C:10]3[CH:15]=[N:14][CH:13]=[CH:12][N:11]=3)[CH:9]=2)[NH:20]1. The yield is 0.760.